This data is from Drug-target binding data from BindingDB using IC50 measurements. The task is: Regression. Given a target protein amino acid sequence and a drug SMILES string, predict the binding affinity score between them. We predict pIC50 (pIC50 = -log10(IC50 in M); higher means more potent). Dataset: bindingdb_ic50. (1) The small molecule is CCNC(=O)C(=O)C(CC(C)C)NC(=O)C(CCCN=C(N)N[N+](=O)[O-])NC(=O)C(CCCCCCCCC#N)C1CCCC1. The target protein (P40313) has sequence MLLLSLTLSLVLLGSSWGCGIPAIKPALSFSQRIVNGENAVLGSWPWQVSLQDSSGFHFCGGSLISQSWVVTAAHCNVSPGRHFVVLGEYDRSSNAEPLQVLSVSRAITHPSWNSTTMNNDVTLLKLASPAQYTTRISPVCLASSNEALTEGLTCVTTGWGRLSGVGNVTPAHLQQVALPLVTVNQCRQYWGSSITDSMICAGGAGASSCQGDSGGPLVCQKGNTWVLIGIVSWGTKNCNVRAPAVYTRVSKFSTWINQVIAYN. The pIC50 is 7.7. (2) The small molecule is CC(C)=CCn1c2c(ccc1=O)C(NCCc1cccc(Cl)c1)CCC2. The target protein sequence is MVTEIHFLLWILLLCMLFGKSHTEEDVIITTKTGRVRGLSMPILGGTVTAFLGIPYAQPPLGSLRFKKPQPLNKWPDVYNATKYANSCYQNIDQAFPGFQGSEMWNPNTNLSEDCLYLNVWIPVPKPKNATVMVWVYGGGFQTGTSSLPVYDGKFLTRVERVIVVSMNYRVGALGFLAFPGNSEAPGNMGLFDQQLALQWIQRNIAAFGGNPKSVTLFGESAGAASVSLHLLCPQSYPLFTRAILESGSSNAPWAVKHPEEARNRTLTLAKFIGCSKENEKEIITCLRSKDPQEILLNEKLVLPSDSIRSINFGPTVDGDFLTDMPHTLLQLGKVKTAQILVGVNKDEGTAFLVYGAPGFSKDNDSLITRREFQEGLNMYFPGVSSLGKEAILFYYVDWLGDQTPEVYREAFDDIIGDYNIICPALEFTKKFAELEINAFFYYFEHRSSKLPWPEWMGVMHGYEIEFVFGLPLERRVNYTRAEEIFSRSIMKTWANFAKY.... The pIC50 is 4.6. (3) The compound is CC(C)C[C@H](NC(=O)COc1ccc(OCc2ccccc2)cc1)C(=O)N[C@H]1CC(=O)OC1O. The target protein (P55212) has sequence MSSASGLRRGHPAGGEENMTETDAFYKREMFDPAEKYKMDHRRRGIALIFNHERFFWHLTLPERRGTCADRDNLTRRFSDLGFEVKCFNDLKAEELLLKIHEVSTVSHADADCFVCVFLSHGEGNHIYAYDAKIEIQTLTGLFKGDKCHSLVGKPKIFIIQACRGNQHDVPVIPLDVVDNQTEKLDTNITEVDAASVYTLPAGADFLMCYSVAEGYYSHRETVNGSWYIQDLCEMLGKYGSSLEFTELLTLVNRKVSQRRVDFCKDPSAIGKKQVPCFASMLTKKLHFFPKSN. The pIC50 is 4.5. (4) The small molecule is NC1(c2ccc(-c3nc4c5cc(F)ccc5nn4cc3-c3ccccc3)cc2)CCC1. The target protein (P31749) has sequence MSDVAIVKEGWLHKRGEYIKTWRPRYFLLKNDGTFIGYKERPQDVDQREAPLNNFSVAQCQLMKTERPRPNTFIIRCLQWTTVIERTFHVETPEEREEWTTAIQTVADGLKKQEEEEMDFRSGSPSDNSGAEEMEVSLAKPKHRVTMNEFEYLKLLGKGTFGKVILVKEKATGRYYAMKILKKEVIVAKDEVAHTLTENRVLQNSRHPFLTALKYSFQTHDRLCFVMEYANGGELFFHLSRERVFSEDRARFYGAEIVSALDYLHSEKNVVYRDLKLENLMLDKDGHIKITDFGLCKEGIKDGATMKTFCGTPEYLAPEVLEDNDYGRAVDWWGLGVVMYEMMCGRLPFYNQDHEKLFELILMEEIRFPRTLGPEAKSLLSGLLKKDPKQRLGGGSEDAKEIMQHRFFAGIVWQHVYEKKLSPPFKPQVTSETDTRYFDEEFTAQMITITPPDQDDSMECVDSERRPHFPQFSYSASGTA. The pIC50 is 7.0. (5) The small molecule is Cc1c(N(CCCCC(F)(F)F)S(=O)(=O)c2ccc(N(C)C)cc2)sc2ccccc12. The target protein sequence is MSFEGARLSMRNRRNGTLDSTRTLYSSTSRSTDVSYSESDLVNFIQANFKKRECVFFTKDSKATENVCKCGYAQSQHIEGTQINSNEKWNYKKHTKEFPTDAFGDIQFETLGKKGKYIRLSCDTDAETLYELLTQHWHLKTPNLVISVTGGAKNFALKPRMRKIFSRLIYIAQSKGAWILTGGTHYGLMKYIGEVVRDNTISRNSEENIVAIGIAAWGMVSNRDTLLRNCDAEGYFSAQYIMDDFKRDPLYILDNNHTHLLLVDNGCHGHPTVEAKLRNQLEKYISERTIQDSNYGGKIPIVCFAQGGGRETLKAINTSIKSKIPCVVVEGSGQIADVIASLVEVEDVLTSSVVKEKLVRFLPRTVSRLPEEETESWIKWLKEILESSHLLTVIKMEEAGDEIVSNAISYALYKAFSTNEQDKDNWNGQLKLLLEWNQLDLANEEIFTNDRRWESADLQEVMFTALIKDRPKFVRLFLENGLNLRKFLTNDVLTELFSNH.... The pIC50 is 8.3.